This data is from Peptide-MHC class I binding affinity with 185,985 pairs from IEDB/IMGT. The task is: Regression. Given a peptide amino acid sequence and an MHC pseudo amino acid sequence, predict their binding affinity value. This is MHC class I binding data. The peptide sequence is TVIKTLLEV. The MHC is HLA-A68:02 with pseudo-sequence HLA-A68:02. The binding affinity (normalized) is 0.905.